From a dataset of Drug-target binding data from BindingDB using IC50 measurements. Regression. Given a target protein amino acid sequence and a drug SMILES string, predict the binding affinity score between them. We predict pIC50 (pIC50 = -log10(IC50 in M); higher means more potent). Dataset: bindingdb_ic50. (1) The drug is O=C(Nc1ccc(Oc2ncnc3n[nH]cc23)cc1)Nc1ccc(C(F)(F)F)cc1. The target protein (Q5GIT4) has sequence MAKTSYALLLLDILLTFNVAKAIELRFVPDPPTLNITEKTIKINASDTLQITCRGRQILEWSTPHNRTSSETRLTISDCSGDGLFCSTLTLSKAVANETGEYRCFYKSLPKEDGKTSVAVYVFIQDYRTPFVRIAQDYDVVFIREGEQVVIPCLVSVEDLNVTLYTKYPVKELSTDGKEVIWDSRRGFILPSRVVSYAGVVYCQTTIRNETFQSSPYIVAVVGYKIYDLTLSPQHERLTVGERLILNCTAHTELNVGIDFQWTFPHEKRSVNGSMSTSRYKTSSNKKKLWNSLELSNTLTVENVTLNDTGEYICTASSGQMQKIAQASLIVYEKPFIALSDQLWQTVEAKAGDAEAKILVKYYAYPEPAVRWYKNDQLIVLRDEYRMKFYRGVHLTIYGVTEKDAGNYTVVMTNKITKEEQRRTFQLVVNDLPRIFEKDVSLDRDVHMYGSSPTLTCTASGGSSPVTIKWQWMPREDCPVRFLPKSDTRMAKCDKWREMS.... The pIC50 is 5.9. (2) The small molecule is O=C(c1cccc(Br)c1)N1CCn2nnnc2C1c1cccc(F)c1. The target protein sequence is HPGLGELGQGPDSYGSPSFRSTPEAPYASLTEIEHLVQSVCKSYRETCQLRLEDLLRQRSNIFSREEVTGYQRKSMWEMWERCAHHLTEAIQYVVEFAKRLSGFMELCQNDQIVLLKAGAMEVVLVRMCRAYNADNRTVFFEGKYGGMELFRALGCSELISSIFDFSHSLSALHFSEDEIALYTALVLINAHRPGLQEKRKVEQLQYNLELAFHHHLCKTHRQSILAKLPPKGKLRSLCSQHVERLQIFQHLHPIVVQAA. The pIC50 is 4.6. (3) The compound is CCN(CC)C/C=C(\c1ccc(Cl)cc1)c1ccccn1. The target protein (Q9N623) has sequence MKFASKKNNQKNSSKNDERYRELDNLVQEGNGSRLGGGSCLGKCAHVFKLIFKEIKDNIFIYILSIIYLSVCVMNKIFAKRTLNKIGNYSFVTSETHNFICMIMFFIVYSLFGNKKGNSKERHRSFNLQFFAISMLDACSVILAFIGLTRTTGNIQSFVLQLSIPINMFFCFLILRYRYHLYNYLGAVIIVVTIALVEMKLSFETQEENSIIFNLVLISALIPVCFSNMTREIVFKKYKIDILRLNAMVSFFQLFTSCLILPVYTLPFLKQLHLPYNEIWTNIKNGFACLFLGRNTVVENCGLGMAKLCDDCDGAWKTFALFSFFNICDNLITSYIIDKFSTMTYTIVSCIQGPAIAIAYYFKFLAGDVVREPRLLDFVTLFGYLFGSIIYRVGNIILERKKMRNEENEDSEGELTNVDSIITQ. The pIC50 is 3.5. (4) The small molecule is Clc1ccc2nc(N3CCN(Cc4ccccc4)CC3)c3cccn3c2c1. The target protein (Q75Z89) has sequence MDILCEENTSLSSTTNSLMQLHADTRLYSTDFNSGEGNTSNAFNWTVDSENRTNLSCEGCLSPPCFSLLHLQEKNWSALLTAVVIILTIAGNILVIMAVSLEKKLQNATNYFLMSLAIADMLLGFLVMPVSTLTILYGYRWPLPSKLCAVWIYLDVLFSTASIMHLCAISLDRYVAIQNPIHHSRFNSRTKAFLKIIAVWTISVGISMPIPVFGLQDDSKVFKEGSCLLADENFVLIGSFVAFFIPLTIMVITYFLTIKSLQKEATLCVSDPGTRTKLASFSFLPQSSLSSEKLFQRSIHREPGSYGRRTMQSISNEQKACKVLGIVFFLFVVMWCPFFITNIMAVICKESCNRDVIEALLNVFVWIGYLSSAVNPLVYTLFNKTYRSAFSRYIQCQYKENKKPLQLILVNTIPALAYKSSQLQMGPKKNSKKDDKTTDNDCTMVALGKEHPEDAPADSSNTVNEKVSCV. The pIC50 is 4.0. (5) The drug is CO[C@]12C(=O)CC[C@@]1(C=O)C2[C@@]1(C)O[C@@H]1CC=C(C)C. The target protein sequence is MIYGKDGKYPVGEILEYNNYNLSGQSLVEKKEREKLSIDYYEDLRKAAECHRQVRKHMQAFIKPGKKMIDIAQETERKTKELILAEKLKCGWGFPTGCSLNHCAAHYTPNYGDETVLKYDDVCKLDFGVHVNGYIIDCAFTIAFNEKYDNLIKATQDGTNTGIKEAGIDARMCDIGEAIQEAIESYEIELNQKIYPIKAISNLRGHSINKYIIHGGKCVPIVRQKEKNEIMEEGELFAIETFASTGKGYVNHENECSHYMRNPEKQFVPIRLNSAKTLLKVINDNFDTLPFCNRWLDDLGQTRHFMALKTLIDLNIVEPYPPLCDIKNSFTSQMEHTILLRPTCKEVLSRGPDF. The pIC50 is 3.3. (6) The compound is CCOc1cc(N2CC(Oc3ccc([C@H](C)NC(C)=O)cc3)C2)ncn1. The target protein sequence is MSPAKCKICFPDREVKPSMSGLHLVKRGREHKKLDLHRDFTVASPAEFVTRFGGDRVIEKVLIANNGIAAVKCMRSIRRWAYEMFRNERAIRFVVMVTPEDLKANAEYIKMADHYVPVPGGPNNNNYANVELIVDIAKRIPVQAVWAGWGHASENPKLPELLCKNGVAFLGPPSEAMWALGDKIASTVVAQTLQVPTLPWSGSGLTVEWTEDDLQQGKRISVPEDVYDKGCVKDVDEGLEAAERIGFPLMIKASEGGGGKGIRKAESAEDFPILFRQVQSEIPGSPIFLMKLAQHARHLEVQILADQYGNAVSLFGRDCSIQRRHQKIVEEAPATIAPLAIFEFMEQCAIRLAKTVGYVSAGTVEYLYSQDGSFHFLELNPRLQVEHPCTEMIADVNLPAAQLQIAMGVPLHRLKDIRLLYGESPWGVTPISFETPSNPPLARGHVIAARITSENPDEGFKPSSGTVQELNFRSSKNVWGYFSVAATGGLHEFADSQFGH.... The pIC50 is 4.9. (7) The small molecule is O=C(O)C(=O)CC(=O)c1ccc(-c2ccc(SCc3ccccc3)cc2)cc1. The target protein (Q9UJM8) has sequence MLPRLICINDYEQHAKSVLPKSIYDYYRSGANDEETLADNIAAFSRWKLYPRMLRNVAETDLSTSVLGQRVSMPICVGATAMQRMAHVDGELATVRACQSLGTGMMLSSWATSSIEEVAEAGPEALRWLQLYIYKDREVTKKLVRQAEKMGYKAIFVTVDTPYLGNRLDDVRNRFKLPPQLRMKNFETSTLSFSPEENFGDDSGLAAYVAKAIDPSISWEDIKWLRRLTSLPIVAKGILRGDDAREAVKHGLNGILVSNHGARQLDGVPATIDVLPEIVEAVEGKVEVFLDGGVRKGTDVLKALALGAKAVFVGRPIVWGLAFQGEKGVQDVLEILKEEFRLAMALSGCQNVKVIDKTLVRKNPLAVSKI. The pIC50 is 6.4. (8) The compound is O=C(NC1C(O)OC(CO)C(O)C1O)c1cccc([N+](=O)[O-])c1. The target protein (P04806) has sequence MVHLGPKKPQARKGSMADVPKELMDEIHQLEDMFTVDSETLRKVVKHFIDELNKGLTKKGGNIPMIPGWVMEFPTGKESGNYLAIDLGGTNLRVVLVKLSGNHTFDTTQSKYKLPHDMRTTKHQEELWSFIADSLKDFMVEQELLNTKDTLPLGFTFSYPASQNKINEGILQRWTKGFDIPNVEGHDVVPLLQNEISKRELPIEIVALINDTVGTLIASYYTDPETKMGVIFGTGVNGAFYDVVSDIEKLEGKLADDIPSNSPMAINCEYGSFDNEHLVLPRTKYDVAVDEQSPRPGQQAFEKMTSGYYLGELLRLVLLELNEKGLMLKDQDLSKLKQPYIMDTSYPARIEDDPFENLEDTDDIFQKDFGVKTTLPERKLIRRLCELIGTRAARLAVCGIAAICQKRGYKTGHIAADGSVYNKYPGFKEAAAKGLRDIYGWTGDASKDPITIVPAEDGSGAGAAVIAALSEKRIAEGKSLGIIGA. The pIC50 is 2.2. (9) The small molecule is O=C(O)c1cc(Nc2ccc(C(Cl)(c3ccccc3)c3ccc(Nc4ccc(Cl)c(C(=O)O)c4)cc3)cc2)ccc1Cl. The target protein sequence is MSTNGKPQRKTKRNTNRRPQDVKFPGGGQIVGGVYLLPRRGPRLGVRATRKTWERSQPRGRRQPIPKARQPEGRAWAQPGYPWPLYGNEGLGWAGWLVSPRGSRPNWGPTDPRRRSRNLGKVIDTLTCGFADLMGYIPLVGAPLGGVARALAHGVRVLEDGVNYATGNLPGCSFSIFLLALLSCLTIPASAYEVHNVSGIYHVTNDCSNSSIVYEAADMIMHTPGCVPCVRENNSSRCWVALTPTLAARNNSVPTATIRRHVDLLVGAAAFCSAMYVGDLCGSVFLVSQLFTFSPRRYETVQDCNCSIYPGHVTGHRMAWDMMMNWSPTTALVVSQLLRIPQAVVDMVGGAHWGVLAGLAYYSMVGNWAKVLIVMLLFAGVDGSTIVSGGTVARTTHSLASLFTQGASQKIQLINTNGSWHINRTALNCNDSLQTGFLASLFYAHRFNASGCPERMASCRSIDKFDQGWGPITYTEADIQDQRPYCWHYAPRPCGIVPAS.... The pIC50 is 4.5. (10) The compound is N#Cc1c(-c2cccs2)nc(SCc2cccc(CC(=O)O)c2)[nH]c1=O. The target protein (Q8TDX5) has sequence MKIDIHSHILPKEWPDLKKRFGYGGWVQLQHHSKGEAKLLKDGKVFRVVRENCWDPEVRIREMDQKGVTVQALSTVPVMFSYWAKPEDTLNLCQLLNNDLASTVVSYPRRFVGLGTLPMQAPELAVKEMERCVKELGFPGVQIGTHVNEWDLNAQELFPVYAAAERLKCSLFVHPWDMQMDGRMAKYWLPWLVGMPAETTIAICSMIMGGVFEKFPKLKVCFAHGGGAFPFTVGRISHGFSMRPDLCAQDNPMNPKKYLGSFYTDALVHDPLSLKLLTDVIGKDKVILGTDYPFPLGELEPGKLIESMEEFDEETKNKLKAGNALAFLGLERKQFE. The pIC50 is 8.0.